Dataset: Catalyst prediction with 721,799 reactions and 888 catalyst types from USPTO. Task: Predict which catalyst facilitates the given reaction. (1) Reactant: [CH2:1]([NH2:3])[CH3:2].[C:4]([O:8][C:9]([CH3:12])([CH3:11])[CH3:10])(=[O:7])[CH:5]=[CH2:6]. Product: [CH2:1]([NH:3][CH2:6][CH2:5][C:4]([O:8][C:9]([CH3:12])([CH3:11])[CH3:10])=[O:7])[CH3:2]. The catalyst class is: 1. (2) Reactant: [CH:1]1([C:6]([C:8]2[N:9]=[C:10]([C:17]([F:20])([F:19])[F:18])[N:11]3[CH2:16][CH2:15][NH:14][CH2:13][C:12]=23)=[O:7])[CH2:5][CH2:4][CH2:3][CH2:2]1.[C:21]([O:25][C:26]([NH:28][C@H:29]([CH2:34][C:35]1[CH:40]=[C:39]([F:41])[C:38]([F:42])=[CH:37][C:36]=1[F:43])[CH2:30][C:31](O)=[O:32])=[O:27])([CH3:24])([CH3:23])[CH3:22].C(N(CC)CC)C.O=C1N(P(Cl)(N2CCOC2=O)=O)CCO1. Product: [C:21]([O:25][C:26](=[O:27])[NH:28][C@H:29]([CH2:34][C:35]1[CH:40]=[C:39]([F:41])[C:38]([F:42])=[CH:37][C:36]=1[F:43])[CH2:30][C:31]([N:14]1[CH2:15][CH2:16][N:11]2[C:10]([C:17]([F:18])([F:20])[F:19])=[N:9][C:8]([C:6]([CH:1]3[CH2:2][CH2:3][CH2:4][CH2:5]3)=[O:7])=[C:12]2[CH2:13]1)=[O:32])([CH3:24])([CH3:22])[CH3:23]. The catalyst class is: 4. (3) Reactant: Cl.[CH3:2][O:3][C:4](=[O:17])[C@@H:5]([CH2:7][C:8]1[C:16]2[C:11](=[CH:12][CH:13]=[CH:14][CH:15]=2)[NH:10][CH:9]=1)[NH2:6].C(N(CC)CC)C.[Br:25][C:26]1[CH:27]=[CH:28][C:29]([OH:36])=[C:30]([S:32](Cl)(=[O:34])=[O:33])[CH:31]=1.Cl. Product: [CH3:2][O:3][C:4](=[O:17])[C@H:5]([NH:6][S:32]([C:30]1[CH:31]=[C:26]([Br:25])[CH:27]=[CH:28][C:29]=1[OH:36])(=[O:33])=[O:34])[CH2:7][C:8]1[C:16]2[C:11](=[CH:12][CH:13]=[CH:14][CH:15]=2)[NH:10][CH:9]=1. The catalyst class is: 18. (4) Reactant: [CH3:1][O:2][C:3]1[CH:29]=[C:28]([O:30][CH3:31])[CH:27]=[CH:26][C:4]=1[CH2:5][N:6]1[CH2:12][CH2:11][C:10]([F:14])([F:13])[CH2:9][C@@H:8]([NH:15][S:16]([CH2:19][CH2:20][C:21]([F:24])([F:23])[F:22])(=[O:18])=[O:17])[C:7]1=[O:25].[CH3:32][O:33][C:34]1[N:39]=[CH:38][C:37]([CH2:40]O)=[CH:36][CH:35]=1.C1(P(C2C=CC=CC=2)C2C=CC=CC=2)C=CC=CC=1.N(C(OC(C)C)=O)=NC(OC(C)C)=O. Product: [CH3:1][O:2][C:3]1[CH:29]=[C:28]([O:30][CH3:31])[CH:27]=[CH:26][C:4]=1[CH2:5][N:6]1[CH2:12][CH2:11][C:10]([F:14])([F:13])[CH2:9][C@@H:8]([N:15]([CH2:40][C:37]2[CH:38]=[N:39][C:34]([O:33][CH3:32])=[CH:35][CH:36]=2)[S:16]([CH2:19][CH2:20][C:21]([F:24])([F:23])[F:22])(=[O:18])=[O:17])[C:7]1=[O:25]. The catalyst class is: 1.